Task: Binary Classification. Given a miRNA mature sequence and a target amino acid sequence, predict their likelihood of interaction.. Dataset: Experimentally validated miRNA-target interactions with 360,000+ pairs, plus equal number of negative samples The miRNA is hsa-miR-6832-5p with sequence AGUAGAGAGGAAAAGUUAGGGUC. The protein sequence of the target gene is MGSLTFRDVAIEFSLEEWQCLDTAQQNLYRNVMLENYRNLVFLGIAAFKPDLIIFLEEGKESWNMKRHEMVEESPVICSHFAQDLWPEQGIEDSFQKVILRRYEKCGHENLHLKIGYTNVDECKVHKEGYNKLNQSLTTTQSKVFQRGKYANVFHKCSNSNRHKIRHTGKKHLQCKEYVRSFCMLSHLSQHKRIYTRENSYKCEEGGKAFNWSSTLTYYKSAHTGEKPYRCKECGKAFSKFSILTKHKVIHTGEKSYKCEECGKAFNQSAILTKHKIIHTGEKPNKCEECGKAFSKVSTL.... Result: 1 (interaction).